This data is from Blood-brain barrier permeability classification from the B3DB database. The task is: Regression/Classification. Given a drug SMILES string, predict its absorption, distribution, metabolism, or excretion properties. Task type varies by dataset: regression for continuous measurements (e.g., permeability, clearance, half-life) or binary classification for categorical outcomes (e.g., BBB penetration, CYP inhibition). Dataset: b3db_classification. (1) The compound is CCC(N)Cc1c[nH]c2ccccc12. The result is 1 (penetrates BBB). (2) The compound is CCCN1CCCC1CNC(=O)c1cc(S(N)(=O)=O)ccc1OC. The result is 1 (penetrates BBB). (3) The drug is Oc1ccc2c3c1OC1C(O)C=CC4C(C2)NCCC341. The result is 1 (penetrates BBB). (4) The compound is CN(C)C=Nc1c(I)cc(I)c(CCC(=O)O)c1I. The result is 0 (does not penetrate BBB). (5) The molecule is OC1CNCc2ccccc21. The result is 1 (penetrates BBB). (6) The drug is CC(N)C(=O)O. The result is 1 (penetrates BBB). (7) The molecule is COc1cccc(CC2CCN(C3CCC(OC)(c4ccc5c(c4)OCO5)CC3)CC2)c1. The result is 1 (penetrates BBB). (8) The compound is C[C@@H]1CN(C2CCC(C#N)(c3ccc(F)cc3)CC2)CC[C@]1(C(=O)O)c1ccccc1. The result is 1 (penetrates BBB). (9) The drug is CN(CCOc1ccc(CC2SC(=O)NC2=O)cc1)c1ccccn1. The result is 0 (does not penetrate BBB).